This data is from NCI-60 drug combinations with 297,098 pairs across 59 cell lines. The task is: Regression. Given two drug SMILES strings and cell line genomic features, predict the synergy score measuring deviation from expected non-interaction effect. (1) Drug 1: C1=C(C(=O)NC(=O)N1)F. Drug 2: CCC(=C(C1=CC=CC=C1)C2=CC=C(C=C2)OCCN(C)C)C3=CC=CC=C3.C(C(=O)O)C(CC(=O)O)(C(=O)O)O. Cell line: NCI-H226. Synergy scores: CSS=25.5, Synergy_ZIP=9.86, Synergy_Bliss=11.1, Synergy_Loewe=8.32, Synergy_HSA=9.34. (2) Drug 1: CC12CCC(CC1=CCC3C2CCC4(C3CC=C4C5=CN=CC=C5)C)O. Drug 2: CCC1=CC2CC(C3=C(CN(C2)C1)C4=CC=CC=C4N3)(C5=C(C=C6C(=C5)C78CCN9C7C(C=CC9)(C(C(C8N6C)(C(=O)OC)O)OC(=O)C)CC)OC)C(=O)OC.C(C(C(=O)O)O)(C(=O)O)O. Cell line: CAKI-1. Synergy scores: CSS=40.8, Synergy_ZIP=3.68, Synergy_Bliss=4.63, Synergy_Loewe=-1.12, Synergy_HSA=7.07. (3) Drug 1: CCC1(CC2CC(C3=C(CCN(C2)C1)C4=CC=CC=C4N3)(C5=C(C=C6C(=C5)C78CCN9C7C(C=CC9)(C(C(C8N6C)(C(=O)OC)O)OC(=O)C)CC)OC)C(=O)OC)O.OS(=O)(=O)O. Drug 2: C1C(C(OC1N2C=NC3=C2NC=NCC3O)CO)O. Cell line: HOP-62. Synergy scores: CSS=3.27, Synergy_ZIP=-0.333, Synergy_Bliss=-1.17, Synergy_Loewe=-1.66, Synergy_HSA=-2.85. (4) Drug 1: CC12CCC3C(C1CCC2O)C(CC4=C3C=CC(=C4)O)CCCCCCCCCS(=O)CCCC(C(F)(F)F)(F)F. Drug 2: CCC1(C2=C(COC1=O)C(=O)N3CC4=CC5=C(C=CC(=C5CN(C)C)O)N=C4C3=C2)O.Cl. Cell line: SK-MEL-5. Synergy scores: CSS=26.4, Synergy_ZIP=-1.21, Synergy_Bliss=-2.62, Synergy_Loewe=-43.7, Synergy_HSA=-2.35. (5) Drug 1: CN1C(=O)N2C=NC(=C2N=N1)C(=O)N. Drug 2: CC1(CCCN1)C2=NC3=C(C=CC=C3N2)C(=O)N. Cell line: UACC62. Synergy scores: CSS=20.0, Synergy_ZIP=10.5, Synergy_Bliss=12.6, Synergy_Loewe=8.06, Synergy_HSA=9.01. (6) Drug 1: CC1=C2C(C(=O)C3(C(CC4C(C3C(C(C2(C)C)(CC1OC(=O)C(C(C5=CC=CC=C5)NC(=O)C6=CC=CC=C6)O)O)OC(=O)C7=CC=CC=C7)(CO4)OC(=O)C)O)C)OC(=O)C. Drug 2: COC1=C2C(=CC3=C1OC=C3)C=CC(=O)O2. Cell line: PC-3. Synergy scores: CSS=26.1, Synergy_ZIP=-1.99, Synergy_Bliss=-1.30, Synergy_Loewe=-48.1, Synergy_HSA=-2.94. (7) Drug 1: CNC(=O)C1=CC=CC=C1SC2=CC3=C(C=C2)C(=NN3)C=CC4=CC=CC=N4. Drug 2: C1CN1P(=S)(N2CC2)N3CC3. Cell line: HT29. Synergy scores: CSS=4.34, Synergy_ZIP=-0.421, Synergy_Bliss=-0.802, Synergy_Loewe=-2.81, Synergy_HSA=-2.83. (8) Drug 1: C1=NC2=C(N=C(N=C2N1C3C(C(C(O3)CO)O)F)Cl)N. Drug 2: B(C(CC(C)C)NC(=O)C(CC1=CC=CC=C1)NC(=O)C2=NC=CN=C2)(O)O. Cell line: M14. Synergy scores: CSS=97.2, Synergy_ZIP=11.1, Synergy_Bliss=10.5, Synergy_Loewe=9.22, Synergy_HSA=11.5. (9) Drug 1: C1C(C(OC1N2C=C(C(=O)NC2=O)F)CO)O. Drug 2: CC1=C(C(=CC=C1)Cl)NC(=O)C2=CN=C(S2)NC3=CC(=NC(=N3)C)N4CCN(CC4)CCO. Cell line: NCIH23. Synergy scores: CSS=17.4, Synergy_ZIP=-0.992, Synergy_Bliss=-0.320, Synergy_Loewe=-9.15, Synergy_HSA=0.455. (10) Synergy scores: CSS=11.0, Synergy_ZIP=-4.88, Synergy_Bliss=-3.13, Synergy_Loewe=-5.59, Synergy_HSA=-2.46. Drug 2: CS(=O)(=O)OCCCCOS(=O)(=O)C. Cell line: SNB-19. Drug 1: C(CC(=O)O)C(=O)CN.Cl.